Task: Predict the reactants needed to synthesize the given product.. Dataset: Full USPTO retrosynthesis dataset with 1.9M reactions from patents (1976-2016) Given the product [Cl:13][C:14]1[CH:15]=[CH:16][C:17]([C:20]2[O:28][C:27]3[CH:26]=[CH:25][N:24]([C:29]4[CH:34]=[CH:33][C:32]([O:35][CH2:58][C:59]5([CH3:63])[CH2:62][O:61][CH2:60]5)=[C:31]([O:36][CH3:37])[CH:30]=4)[C:23](=[O:38])[C:22]=3[CH:21]=2)=[CH:18][CH:19]=1, predict the reactants needed to synthesize it. The reactants are: CCOC(/N=N/C(OCC)=O)=O.[Cl:13][C:14]1[CH:19]=[CH:18][C:17]([C:20]2[O:28][C:27]3[CH:26]=[CH:25][N:24]([C:29]4[CH:34]=[CH:33][C:32]([OH:35])=[C:31]([O:36][CH3:37])[CH:30]=4)[C:23](=[O:38])[C:22]=3[CH:21]=2)=[CH:16][CH:15]=1.C1(P(C2C=CC=CC=2)C2C=CC=CC=2)C=CC=CC=1.[CH3:58][C:59]1([CH2:63]O)[CH2:62][O:61][CH2:60]1.